Dataset: Forward reaction prediction with 1.9M reactions from USPTO patents (1976-2016). Task: Predict the product of the given reaction. (1) Given the reactants C1COCC1.[C:6]1([S:12][CH:13]=[CH:14][C:15](Cl)=[O:16])[CH:11]=[CH:10][CH:9]=[CH:8][CH:7]=1.[CH3:18][C:19]1[CH:20]=[C:21]([CH:23]=[CH:24][CH:25]=1)[NH2:22], predict the reaction product. The product is: [CH3:18][C:19]1[CH:20]=[C:21]([NH:22][C:15](=[O:16])[CH:14]=[CH:13][S:12][C:6]2[CH:11]=[CH:10][CH:9]=[CH:8][CH:7]=2)[CH:23]=[CH:24][CH:25]=1. (2) Given the reactants [I:1][C:2]1[CH:10]=[CH:9]C(C([Cl:8])=O)=[CH:4][CH:3]=1.[Cl:11][C:12]1[CH:17]=[CH:16][CH:15]=[C:14]([NH:18][CH:19]([CH3:21])C)[C:13]=1[NH2:22].[CH2:23]1[CH2:27]OC[CH2:24]1, predict the reaction product. The product is: [ClH:8].[Cl:11][C:12]1[C:13]2[N:22]([CH2:24][CH2:23][CH3:27])[C:19]([C:21]3[CH:4]=[CH:3][C:2]([I:1])=[CH:10][CH:9]=3)=[NH+:18][C:14]=2[CH:15]=[CH:16][CH:17]=1. (3) Given the reactants [N+:1]([C:4]1[CH:5]=[C:6]([C@H:18]([OH:21])[CH2:19][Br:20])[CH:7]=[CH:8][C:9]=1[O:10][CH2:11][C:12]1[CH:17]=[CH:16][CH:15]=[CH:14][CH:13]=1)([O-])=O.C1COCC1, predict the reaction product. The product is: [NH2:1][C:4]1[CH:5]=[C:6]([C@H:18]([OH:21])[CH2:19][Br:20])[CH:7]=[CH:8][C:9]=1[O:10][CH2:11][C:12]1[CH:17]=[CH:16][CH:15]=[CH:14][CH:13]=1. (4) Given the reactants O[C:2]1[C:11]2[C:6](=[CH:7][CH:8]=[C:9]([C:12]([F:15])([F:14])[F:13])[CH:10]=2)[N:5]=[C:4]([C:16]#[N:17])[CH:3]=1.C1CN([P+](Br)(N2CCCC2)N2CCCC2)CC1.F[P-](F)(F)(F)(F)F.[NH2:42][CH2:43][C:44]([NH:46][CH:47]1[CH2:50][N:49]([C:51]([O:53][C:54]([CH3:57])([CH3:56])[CH3:55])=[O:52])[CH2:48]1)=[O:45], predict the reaction product. The product is: [C:16]([C:4]1[CH:3]=[C:2]([NH:42][CH2:43][C:44]([NH:46][CH:47]2[CH2:50][N:49]([C:51]([O:53][C:54]([CH3:57])([CH3:56])[CH3:55])=[O:52])[CH2:48]2)=[O:45])[C:11]2[C:6](=[CH:7][CH:8]=[C:9]([C:12]([F:15])([F:14])[F:13])[CH:10]=2)[N:5]=1)#[N:17]. (5) Given the reactants [NH2:1][C:2]1[CH:7]=[CH:6][C:5]([N:8]2[CH:12]=[CH:11][N:10]=[CH:9]2)=[CH:4][CH:3]=1.[N:13]([O-])=O.[Na+].O.O.[Sn](Cl)(Cl)(Cl)Cl.[OH-].[K+], predict the reaction product. The product is: [N:8]1([C:5]2[CH:4]=[CH:3][C:2]([NH:1][NH2:13])=[CH:7][CH:6]=2)[CH:12]=[CH:11][N:10]=[CH:9]1. (6) Given the reactants [I-].[C:2]([O:6][C:7]([C:9]1[CH:14]=[CH:13][C:12]([C:15]2[CH:20]=[CH:19][N+:18]([CH3:21])=[CH:17][CH:16]=2)=[CH:11][C:10]=1[N+:22]([O-])=O)=[O:8])([CH3:5])([CH3:4])[CH3:3].[H][H], predict the reaction product. The product is: [NH2:22][C:10]1[CH:11]=[C:12]([CH:15]2[CH2:16][CH2:17][N:18]([CH3:21])[CH2:19][CH2:20]2)[CH:13]=[CH:14][C:9]=1[C:7]([O:6][C:2]([CH3:3])([CH3:4])[CH3:5])=[O:8].